Dataset: Full USPTO retrosynthesis dataset with 1.9M reactions from patents (1976-2016). Task: Predict the reactants needed to synthesize the given product. (1) Given the product [CH3:15][C:13]1[CH:12]=[C:11]([N:16]2[N:20]=[CH:19][CH:18]=[N:17]2)[N:10]=[C:9]([NH2:8])[CH:14]=1, predict the reactants needed to synthesize it. The reactants are: C([NH:8][C:9]1[CH:14]=[C:13]([CH3:15])[CH:12]=[C:11]([N:16]2[N:20]=[CH:19][CH:18]=[N:17]2)[N:10]=1)C1C=CC=CC=1.C(NC1C=C(C)C=C(N2C=CN=N2)N=1)C1C=CC=CC=1.Cl.[H][H].[OH-].[Na+]. (2) The reactants are: Cl[C:2]1[C:7]([NH2:8])=[CH:6][C:5]([F:9])=[CH:4][N:3]=1.[CH:10](N(C(C)C)CC)([CH3:12])[CH3:11].C(O)=[O:20].C1(C)C=CC=CC=1. Given the product [F:9][C:5]1[CH:6]=[C:7]2[C:2]([CH2:11][CH2:10][C:12](=[O:20])[NH:8]2)=[N:3][CH:4]=1, predict the reactants needed to synthesize it. (3) Given the product [Cl:21][S:10]([C:7]1[S:8][CH:9]=[C:5]([C:3]([O:2][CH3:1])=[O:4])[CH:6]=1)(=[O:13])=[O:11], predict the reactants needed to synthesize it. The reactants are: [CH3:1][O:2][C:3]([C:5]1[CH:6]=[C:7]([S:10]([OH:13])(=O)=[O:11])[S:8][CH:9]=1)=[O:4].N1C=CC=CC=1.P(Cl)(Cl)(Cl)(Cl)[Cl:21]. (4) Given the product [C:8]([OH:10])(=[O:9])[CH3:2].[NH2:1][C@H:2]([C:8]([OH:10])=[O:9])[CH2:3][CH2:4][CH2:5][CH2:6][NH2:7], predict the reactants needed to synthesize it. The reactants are: [NH2:1][C@H:2]([C:8]([OH:10])=[O:9])[CH2:3][CH2:4][CH2:5][CH2:6][NH2:7]. (5) Given the product [F:41][C:19]1[CH:20]=[C:21]([NH:24][C:25]([C:27]2[C:28](=[O:40])[N:29]([C:33]3[CH:38]=[CH:37][C:36]([F:39])=[CH:35][CH:34]=3)[N:30]=[CH:31][CH:32]=2)=[O:26])[CH:22]=[CH:23][C:18]=1[O:17][C:16]1[CH:15]=[CH:14][N:13]=[C:12]2[N:8]([CH2:7][C:6]3[CH:5]=[CH:4][C:3]([O:2][CH3:1])=[CH:49][CH:48]=3)[N:9]=[C:10]([CH:42]3[CH2:47][CH2:46][N:45]([CH3:52])[CH2:44][CH2:43]3)[C:11]=12, predict the reactants needed to synthesize it. The reactants are: [CH3:1][O:2][C:3]1[CH:49]=[CH:48][C:6]([CH2:7][N:8]2[C:12]3=[N:13][CH:14]=[CH:15][C:16]([O:17][C:18]4[CH:23]=[CH:22][C:21]([NH:24][C:25]([C:27]5[C:28](=[O:40])[N:29]([C:33]6[CH:38]=[CH:37][C:36]([F:39])=[CH:35][CH:34]=6)[N:30]=[CH:31][CH:32]=5)=[O:26])=[CH:20][C:19]=4[F:41])=[C:11]3[C:10]([CH:42]3[CH2:47][CH2:46][NH:45][CH2:44][CH2:43]3)=[N:9]2)=[CH:5][CH:4]=1.C=O.[C:52](O[BH-](OC(=O)C)OC(=O)C)(=O)C.[Na+]. (6) Given the product [OH:8][C:9]1[CH:10]=[C:11]([C:17]2[O:18][CH:19]=[C:20]([CH2:22][CH2:23][C:24]([C:26]3[CH:31]=[CH:30][CH:29]=[CH:28][C:27]=3[O:32][CH2:33][CH2:34][CH3:35])=[O:25])[N:21]=2)[CH:12]=[CH:13][C:14]=1[O:15][CH3:16], predict the reactants needed to synthesize it. The reactants are: C([O:8][C:9]1[CH:10]=[C:11]([C:17]2[O:18][CH:19]=[C:20](/[CH:22]=[CH:23]/[C:24]([C:26]3[CH:31]=[CH:30][CH:29]=[CH:28][C:27]=3[O:32][CH2:33][CH2:34][CH3:35])=[O:25])[N:21]=2)[CH:12]=[CH:13][C:14]=1[O:15][CH3:16])C1C=CC=CC=1.